This data is from Catalyst prediction with 721,799 reactions and 888 catalyst types from USPTO. The task is: Predict which catalyst facilitates the given reaction. Reactant: C([O:3][C:4](=[O:24])/[CH:5]=[CH:6]/[C:7]([N:9]1[C:14]2[CH:15]=[C:16]([Cl:20])[CH:17]=[C:18]([CH3:19])[C:13]=2[O:12][CH:11]([CH:21]([CH3:23])[CH3:22])[CH2:10]1)=[O:8])C.[OH-].[Na+]. Product: [Cl:20][C:16]1[CH:17]=[C:18]([CH3:19])[C:13]2[O:12][CH:11]([CH:21]([CH3:23])[CH3:22])[CH2:10][N:9]([C:7](=[O:8])/[CH:6]=[CH:5]/[C:4]([OH:24])=[O:3])[C:14]=2[CH:15]=1. The catalyst class is: 107.